Dataset: NCI-60 drug combinations with 297,098 pairs across 59 cell lines. Task: Regression. Given two drug SMILES strings and cell line genomic features, predict the synergy score measuring deviation from expected non-interaction effect. Drug 1: C(=O)(N)NO. Drug 2: CC1=C(C=C(C=C1)C(=O)NC2=CC(=CC(=C2)C(F)(F)F)N3C=C(N=C3)C)NC4=NC=CC(=N4)C5=CN=CC=C5. Cell line: CAKI-1. Synergy scores: CSS=-14.4, Synergy_ZIP=2.08, Synergy_Bliss=-1.98, Synergy_Loewe=-8.57, Synergy_HSA=-8.75.